This data is from NCI-60 drug combinations with 297,098 pairs across 59 cell lines. The task is: Regression. Given two drug SMILES strings and cell line genomic features, predict the synergy score measuring deviation from expected non-interaction effect. Drug 1: COC1=C(C=C2C(=C1)N=CN=C2NC3=CC(=C(C=C3)F)Cl)OCCCN4CCOCC4. Drug 2: CN1C2=C(C=C(C=C2)N(CCCl)CCCl)N=C1CCCC(=O)O.Cl. Cell line: HCC-2998. Synergy scores: CSS=14.1, Synergy_ZIP=1.48, Synergy_Bliss=7.16, Synergy_Loewe=2.87, Synergy_HSA=6.11.